Dataset: Reaction yield outcomes from USPTO patents with 853,638 reactions. Task: Predict the reaction yield, written as a fraction of the theoretical maximum amount of product (1.0 means a 100% yield; for example, 0.34 means a 34% yield). (1) The reactants are C(O)(C(F)(F)F)=O.[NH2:8][CH2:9][C:10]([OH:12])=[O:11].[CH3:13][CH2:14][C:15]1[C:24]2[CH2:25][N:26]3[C:31](=[O:32])[C:30]4[CH2:33][O:34][C:35]([C@:37]([OH:40])([CH2:38][CH3:39])[C:29]=4[CH:28]=[C:27]3[C:23]=2[N:22]=[C:21]2[C:16]=1[CH:17]=[C:18]([OH:41])[CH:19]=[CH:20]2)=[O:36].ON1C(=O)CCC1=O.C(N=C=NCCCN(C)C)C. The catalyst is CN(C)C=O. The product is [NH2:8][CH2:9][C:10]([OH:12])=[O:11].[CH3:13][CH2:14][C:15]1[C:24]2[CH2:25][N:26]3[C:31](=[O:32])[C:30]4[CH2:33][O:34][C:35]([C@:37]([OH:40])([CH2:38][CH3:39])[C:29]=4[CH:28]=[C:27]3[C:23]=2[N:22]=[C:21]2[C:16]=1[CH:17]=[C:18]([OH:41])[CH:19]=[CH:20]2)=[O:36]. The yield is 0.670. (2) The reactants are [Br:1][C:2]1[NH:7][C:6](=[O:8])[C:5]([Cl:9])=[N:4][CH:3]=1.[C:10](=O)([O-])[O-].[K+].[K+].CI. The catalyst is CN(C=O)C. The product is [Br:1][C:2]1[N:7]([CH3:10])[C:6](=[O:8])[C:5]([Cl:9])=[N:4][CH:3]=1. The yield is 0.610. (3) The reactants are [C:1](N1C=CN=C1)(N1C=CN=C1)=O.[O:13]=[C:14]1[CH:16]([C:17]([OH:19])=[O:18])[CH2:15]1.[CH2:20](O)[C:21]1[CH:26]=[CH:25][CH:24]=[CH:23][CH:22]=1. The catalyst is C(Cl)Cl.O. The product is [O:13]=[C:14]1[CH2:15][CH:16]([C:17]([O:19][CH2:20][C:21]2[CH:26]=[CH:25][CH:24]=[CH:23][CH:22]=2)=[O:18])[CH2:1]1. The yield is 0.660. (4) The reactants are [C:1]([O:5][C:6](=[O:25])[N:7]([CH2:23][CH3:24])[CH2:8][CH2:9][N:10]1[CH2:15][CH2:14][C:13]2[NH:16][C:17]([CH:20]=O)=[C:18]([CH3:19])[C:12]=2[C:11]1=[O:22])([CH3:4])([CH3:3])[CH3:2].[F:26][C:27]1[CH:28]=[C:29]2[C:33](=[CH:34][CH:35]=1)N[C:31](=[O:36])[CH2:30]2.N1CCCC[CH2:38]1. The catalyst is C(O)C. The product is [C:1]([O:5][C:6](=[O:25])[N:7]([CH2:23][CH3:24])[CH2:8][CH2:9][N:10]1[CH2:15][CH2:14][C:13]2[NH:16][C:17]([CH:20]=[C:30]3[C:29]4[C:33](=[CH:34][CH:35]=[C:27]([F:26])[CH:28]=4)[CH2:38][C:31]3=[O:36])=[C:18]([CH3:19])[C:12]=2[C:11]1=[O:22])([CH3:4])([CH3:3])[CH3:2]. The yield is 0.500. (5) The reactants are [NH2:1][CH:2]([C:8]#[N:9])[C:3]([O:5][CH2:6][CH3:7])=[O:4].N1C=CC=CC=1.[F:16][C:17]1[CH:25]=[CH:24][CH:23]=[C:22]([F:26])[C:18]=1[C:19](Cl)=[O:20]. The catalyst is ClCCl.C(OCC)(=O)C. The product is [C:8]([CH:2]([NH:1][C:19](=[O:20])[C:18]1[C:17]([F:16])=[CH:25][CH:24]=[CH:23][C:22]=1[F:26])[C:3]([O:5][CH2:6][CH3:7])=[O:4])#[N:9]. The yield is 0.840. (6) The reactants are [NH:1]1[CH2:6][CH2:5][CH2:4][CH:3]([CH2:7][OH:8])[CH2:2]1.C(=O)([O-])[O-].[K+].[K+].[CH2:15](Br)[CH3:16]. The catalyst is CN(C)C=O. The product is [CH2:15]([N:1]1[CH2:6][CH2:5][CH2:4][CH:3]([CH2:7][OH:8])[CH2:2]1)[CH3:16]. The yield is 0.990.